Dataset: Experimentally validated miRNA-target interactions with 360,000+ pairs, plus equal number of negative samples. Task: Binary Classification. Given a miRNA mature sequence and a target amino acid sequence, predict their likelihood of interaction. (1) The miRNA is hsa-miR-191-5p with sequence CAACGGAAUCCCAAAAGCAGCUG. The protein sequence of the target gene is MTKAGSKGGNLRDKLDGNELDLSLSDLNEVPVKELAALPKATILDLSCNKLTTLPSDFCGLTHLVKLDLSKNKLQQLPADFGRLVNLQHLDLLNNKLVTLPVSFAQLKNLKWLDLKDNPLDPVLAKVAGDCLDEKQCKQCANKVLQHMKAVQADQERERQRRLEVEREAEKKREAKQRAKEAQERELRKREKAEEKERRRKEYDALKAAKREQEKKPKKEANQAPKSKSGSRPRKPPPRKHTRSWAVLKLLLLLLLFGVAGGLVACRVTELQQQPLCTSVNTIYDNAVQGLRRHEILQWV.... Result: 0 (no interaction). (2) The miRNA is hsa-miR-219a-1-3p with sequence AGAGUUGAGUCUGGACGUCCCG. The protein sequence of the target gene is MQAPRELAVGIDLGTTYSCVGVFQQGRVEILANDQGNRTTPSYVAFTDTERLVGDAAKSQAALNPHNTVFDAKRLIGRKFADTTVQSDMKHWPFRVVSEGGKPKVRVCYRGEDKTFYPEEISSMVLSKMKETAEAYLGQPVKHAVITVPAYFNDSQRQATKDAGAIAGLNVLRIINEPTAAAIAYGLDRRGAGERNVLIFDLGGGTFDVSVLSIDAGVFEVKATAGDTHLGGEDFDNRLVNHFMEEFRRKHGKDLSGNKRALRRLRTACERAKRTLSSSTQATLEIDSLFEGVDFYTSIT.... Result: 1 (interaction). (3) The miRNA is rno-miR-133a-5p with sequence AGCUGGUAAAAUGGAACCAAAU. The protein sequence of the target gene is MYKSVSETRHPLQSEEQEVGIDPLFSYSNKTRGDLSQNGRGSNSTLDTEGTFNSYMKEWEELFVNNNYLATVRQKGINGQLRSSRFRSICWKLFLCVLPQDKSQWISKIKELRAWYSSIKEIHITNPRKAAGQQDLMINNPLSQDEGSLWNKFFQDKELRSMIEQDVKRTFPEMQFFQQENVRKILTDVLFCYARENEQLLYKQGMHELLAPIIFTLHCDHQAFLHASESAQPSEEMKTLLNPEYLEHDAYAMFSQLMETAEPWFSTFEHDGQKGKETLMAPIPFARPQDLGPTVAIVTK.... Result: 0 (no interaction). (4) The miRNA is mmu-miR-509-5p with sequence UACUCCAGAAUGUGGCAAUCAU. The protein sequence of the target gene is MAQSPVSAEVIHQVEECLDEDEKEMMLFLCRDVTENLAAPNVRDLLDSLSERGQLSFATLAELLYRVRRFDLLKRILKTDKATVEDHLRRNPHLVSDYRVLLMEIGESLDQNDVSSLVFLTRDYTGRGKIAKDKSFLDLVIELEKLNLIASDQLNLLEKCLKNIHRIDLNTKIQKYTQSSQGARSNMNTLQASLPKLSIKYNSRLQNGRSKEPRFVEYRDSQRTLVKTSIQESGAFLPPHIREETYRMQSKPLGICLIIDCIGNDTKYLQETFTSLGYHIQLFLFPKSHDITQIVRRYAS.... Result: 1 (interaction). (5) The miRNA is hsa-miR-625-5p with sequence AGGGGGAAAGUUCUAUAGUCC. The protein sequence of the target gene is MKQEGSARRRGADKAKPPPGGGEQEPPPPPAPQDVEMKEEAATGGGSTGEADGKTAAAAAEHSQRELDTVTLEDIKEHVKQLEKAVSGKEPRFVLRALRMLPSTSRRLNHYVLYKAVQGFFTSNNATRDFLLPFLEEPMDTEADLQFRPRTGKAASTPLLPEVEAYLQLLVVIFMMNSKRYKEAQKISDDLMQKISTQNRRALDLVAAKCYYYHARVYEFLDKLDVVRSFLHARLRTATLRHDADGQATLLNLLLRNYLHYSLYDQAEKLVSKSVFPEQANNNEWARYLYYTGRIKAIQL.... Result: 1 (interaction). (6) The miRNA is rno-miR-145-5p with sequence GUCCAGUUUUCCCAGGAAUCCCU. The protein sequence of the target gene is MDNIPYFLATVLIFSLGFRIEEGMCQHYYLLRPIPSDSLPIVELKEDPDPVLDPKERDLNETELRAILGSHFEQNFMSINPPEDKHAGQDELNESELMKQRPNGIMPKEIKAMEFDIQHGKKHKPSKKLRRRLQLWLWSYTFCPVVHTWQDLGNRFWPRYLKVGSCYNKRSCSVPEGMVCKPPKSSHLTVLRWRCVQRKGGLKCAWIPVQYPVISECKCSCPN. Result: 0 (no interaction). (7) The miRNA is mmu-miR-677-5p with sequence UUCAGUGAUGAUUAGCUUCUGA. The protein sequence of the target gene is MPKRKSPENTEGKDGSKVTKQEPTRRSARLSAKPAPPKPEPKPRKTSAKKEPGAKISRGAKGKKEEKQEAGKEGTAPSENGETKAEEAQKTESVDNEGE. Result: 0 (no interaction). (8) The miRNA is hsa-miR-3140-3p with sequence AGCUUUUGGGAAUUCAGGUAGU. The protein sequence of the target gene is MNARGLGSELKDSIPVTELSASGPFESHDLLRKGFSCVKNELLPSHPLELSEKNFQLNQDKMNFSTLRNIQGLFAPLKLQMEFKAVQQVQRLPFLSSSNLSLDVLRGNDETIGFEDILNDPSQSEVMGEPHLMVEYKLGLL. Result: 0 (no interaction). (9) The miRNA is hsa-miR-550a-3-5p with sequence AGUGCCUGAGGGAGUAAGAG. The protein sequence of the target gene is MASERGKVKHNWSSTSEGCPRKRSCLREPCDVAPSSRPAQRSASRSGGPSSPKRLKAQKEDDVACSRRLSWGSSRRRNNSSSSFSPHFLGPGVGGAASKGCLIRNTRGFLSSGGSPLRPANASLEEMASLEEEACSLKVDSKDSSHNSTNSEFAAEAEGQNDTIEEPNKVQKRKRDRLRDQGSTMIYLKAIQGILGKSMPKRKGEAATRAKPSAAEHPSHGEGPARSEGPAKTAEGAARSVTVTAAQKEKDATPEVSMEEDKTVPERSSFYDRRVVIDPQEKPSEEPLGDRRTVIDKCSP.... Result: 0 (no interaction). (10) The miRNA is rno-miR-7a-5p with sequence UGGAAGACUAGUGAUUUUGUUGU. The protein sequence of the target gene is MAVFHDEVEIEDFQYDEDSETYFYPCPCGDNFAITKEDLENGEDVATCPSCSLIIKVIYDKDQFMCGETVPAPSTNKELVKC. Result: 0 (no interaction).